From a dataset of Full USPTO retrosynthesis dataset with 1.9M reactions from patents (1976-2016). Predict the reactants needed to synthesize the given product. (1) Given the product [N:35]1([CH2:40][C:41]([NH:1][C@H:2]([C:17]([NH:19][C:20]2[CH:21]=[CH:22][C:23]([O:26][C:27]3[CH:28]=[CH:29][C:30]([F:33])=[CH:31][CH:32]=3)=[CH:24][CH:25]=2)=[O:18])[CH2:3][CH2:4][CH2:5][NH:6][C:7](=[O:16])[O:8][CH2:9][C:10]2[CH:11]=[CH:12][CH:13]=[CH:14][CH:15]=2)=[O:42])[CH:39]=[N:38][CH:37]=[N:36]1, predict the reactants needed to synthesize it. The reactants are: [NH2:1][C@H:2]([C:17]([NH:19][C:20]1[CH:25]=[CH:24][C:23]([O:26][C:27]2[CH:32]=[CH:31][C:30]([F:33])=[CH:29][CH:28]=2)=[CH:22][CH:21]=1)=[O:18])[CH2:3][CH2:4][CH2:5][NH:6][C:7](=[O:16])[O:8][CH2:9][C:10]1[CH:15]=[CH:14][CH:13]=[CH:12][CH:11]=1.Cl.[N:35]1([CH2:40][C:41](O)=[O:42])[CH:39]=[N:38][CH:37]=[N:36]1. (2) Given the product [CH2:4]([O:3][P:1]([O:11][CH2:12][C:13]1[C:18]([CH3:19])=[CH:17][CH:16]=[CH:15][C:14]=1[C:20]([OH:24])=[O:21])([O:7][CH2:8][CH:9]=[CH2:10])=[O:2])[CH:5]=[CH2:6], predict the reactants needed to synthesize it. The reactants are: [P:1]([O:11][CH2:12][C:13]1[C:18]([CH3:19])=[CH:17][CH:16]=[CH:15][C:14]=1[CH2:20][OH:21])([O:7][CH2:8][CH:9]=[CH2:10])([O:3][CH2:4][CH:5]=[CH2:6])=[O:2].CC(C)=[O:24].OS(O)(=O)=O.O=[Cr](=O)=O.S(=O)(=O)(O)O.CC(O)C. (3) Given the product [CH3:1][O:2][C:3]([O:31][CH3:32])([C:21]1[CH:26]=[CH:25][C:24]([C:27]([F:30])([F:29])[F:28])=[CH:23][CH:22]=1)[CH2:4][CH2:5][CH2:6][CH2:7][CH2:8][CH2:9][NH2:33], predict the reactants needed to synthesize it. The reactants are: [CH3:1][O:2][C:3]([O:31][CH3:32])([C:21]1[CH:26]=[CH:25][C:24]([C:27]([F:30])([F:29])[F:28])=[CH:23][CH:22]=1)[CH2:4][CH2:5][CH2:6][CH2:7][CH2:8][CH2:9]OS(C1C=CC(C)=CC=1)(=O)=O.[NH3:33]. (4) Given the product [CH2:1]([O:3][C:4]([C:6]1[N:7]([C:28]2[CH:29]=[CH:30][C:31]([O:34][CH:35]([CH3:36])[CH3:37])=[CH:32][CH:33]=2)[C:8]2[C:13]([C:14]=1[NH2:15])=[CH:12][C:11]([C:18]1[CH:23]=[CH:22][C:21]([C:24]([CH3:27])([CH3:26])[CH3:25])=[CH:20][CH:19]=1)=[CH:10][CH:9]=2)=[O:5])[CH3:2], predict the reactants needed to synthesize it. The reactants are: [CH2:1]([O:3][C:4]([C:6]1[N:7]([C:28]2[CH:33]=[CH:32][C:31]([O:34][CH:35]([CH3:37])[CH3:36])=[CH:30][CH:29]=2)[C:8]2[C:13]([C:14]=1[N+:15]([O-])=O)=[CH:12][C:11]([C:18]1[CH:23]=[CH:22][C:21]([C:24]([CH3:27])([CH3:26])[CH3:25])=[CH:20][CH:19]=1)=[CH:10][CH:9]=2)=[O:5])[CH3:2]. (5) Given the product [C:15]([O:19][C:20]([N:22]1[CH2:23][C:24]([N:12]2[CH:13]=[C:9]([CH2:7][CH3:8])[C:10]([NH2:14])=[N:11]2)([CH2:26][C:27]#[N:28])[CH2:25]1)=[O:21])([CH3:18])([CH3:17])[CH3:16], predict the reactants needed to synthesize it. The reactants are: C(O)(=O)C(O)=O.[CH2:7]([C:9]1[C:10]([NH2:14])=[N:11][NH:12][CH:13]=1)[CH3:8].[C:15]([O:19][C:20]([N:22]1[CH2:25][C:24](=[CH:26][C:27]#[N:28])[CH2:23]1)=[O:21])([CH3:18])([CH3:17])[CH3:16].C1CCN2C(=NCCC2)CC1. (6) Given the product [F:17][C:15]1[CH:14]=[N:13][C:12]([O:18][C:19]2[CH:24]=[CH:23][CH:22]=[C:21]([S:25][CH3:26])[CH:20]=2)=[C:11]([CH:16]=1)[C:10]([NH:9][C@H:6]1[CH2:7][CH2:8][C@@H:3]([NH:2][C:39]([C:36]2([CH3:35])[CH2:38][CH2:37]2)=[O:40])[CH2:4][CH2:5]1)=[O:27], predict the reactants needed to synthesize it. The reactants are: Cl.[NH2:2][C@@H:3]1[CH2:8][CH2:7][C@H:6]([NH:9][C:10](=[O:27])[C:11]2[CH:16]=[C:15]([F:17])[CH:14]=[N:13][C:12]=2[O:18][C:19]2[CH:24]=[CH:23][CH:22]=[C:21]([S:25][CH3:26])[CH:20]=2)[CH2:5][CH2:4]1.C(N(CC)CC)C.[CH3:35][C:36]1([C:39](O)=[O:40])[CH2:38][CH2:37]1.Cl.CN(C)CCCN=C=NCC.ON1C2C=CC=CC=2N=N1.